From a dataset of Forward reaction prediction with 1.9M reactions from USPTO patents (1976-2016). Predict the product of the given reaction. (1) Given the reactants [NH:1]([C:22]([O:24][C:25]([CH3:28])([CH3:27])[CH3:26])=[O:23])[C@H:2]([C:18]([O:20][CH3:21])=[O:19])[CH2:3][CH2:4][CH2:5][CH2:6][NH:7]C(OCC1C=CC=CC=1)=O.C(OCC)(=O)C, predict the reaction product. The product is: [NH:1]([C:22]([O:24][C:25]([CH3:28])([CH3:27])[CH3:26])=[O:23])[C@H:2]([C:18]([O:20][CH3:21])=[O:19])[CH2:3][CH2:4][CH2:5][CH2:6][NH2:7]. (2) Given the reactants [Cl:1][C:2]1[CH:3]=[C:4]([CH:8]=[C:9]([F:12])[C:10]=1[F:11])[C:5]([OH:7])=O.[N:13]1([C:18]([N:20]2[CH:24]=[CH:23][N:22]=[CH:21]2)=[O:19])[CH:17]=[CH:16]N=C1.[BH4-].[Na+].Cl.O1CCC[CH2:29]1, predict the reaction product. The product is: [Cl:1][C:2]1[CH:3]=[C:4]([CH:8]=[C:9]([F:12])[C:10]=1[F:11])[CH2:5][O:7][C:17]1[CH:16]=[C:21]2[N:22]([CH3:29])[CH2:23][CH2:24][N:20]2[C:18](=[O:19])[N:13]=1. (3) Given the reactants [CH2:1]([O:8][C:9]([N:11]1[CH2:15][CH2:14][CH2:13][CH:12]1[C:16](=[O:31])[NH:17][C:18]1[S:19][CH:20]=[C:21]([C:23]2[CH:28]=[CH:27][C:26]([C:29]#[N:30])=[CH:25][CH:24]=2)[N:22]=1)=[O:10])[C:2]1[CH:7]=[CH:6][CH:5]=[CH:4][CH:3]=1.[BH4-].[Na+], predict the reaction product. The product is: [CH2:1]([O:8][C:9]([N:11]1[CH2:15][CH2:14][CH2:13][CH:12]1[C:16](=[O:31])[NH:17][C:18]1[S:19][CH:20]=[C:21]([C:23]2[CH:28]=[CH:27][C:26]([CH2:29][NH2:30])=[CH:25][CH:24]=2)[N:22]=1)=[O:10])[C:2]1[CH:7]=[CH:6][CH:5]=[CH:4][CH:3]=1. (4) Given the reactants [F:1][C:2]1[CH:10]=[CH:9][CH:8]=[C:7]2[C:3]=1[CH2:4][N:5]([C:11]([O:13][C@H:14]1[CH2:31][N:30]3[C@H:16]([C:17](=[O:51])[NH:18][C@:19]4([C:42](=[O:50])[NH:43][S:44]([CH:47]5[CH2:49][CH2:48]5)(=[O:46])=[O:45])[CH2:41][C@H:20]4[CH:21]=[CH:22][CH2:23][O:24][CH2:25][CH2:26][CH2:27][C@H:28]([NH:33][C:34]([O:36][C:37]([CH3:40])([CH3:39])[CH3:38])=[O:35])[C:29]3=[O:32])[CH2:15]1)=[O:12])[CH2:6]2.[H][H].O.S([O-])(O)(=O)=O.[K+], predict the reaction product. The product is: [F:1][C:2]1[CH:10]=[CH:9][CH:8]=[C:7]2[C:3]=1[CH2:4][N:5]([C:11]([O:13][C@H:14]1[CH2:31][N:30]3[C@H:16]([C:17](=[O:51])[NH:18][C@:19]4([C:42](=[O:50])[NH:43][S:44]([CH:47]5[CH2:49][CH2:48]5)(=[O:45])=[O:46])[CH2:41][C@H:20]4[CH2:21][CH2:22][CH2:23][O:24][CH2:25][CH2:26][CH2:27][C@H:28]([NH:33][C:34]([O:36][C:37]([CH3:39])([CH3:40])[CH3:38])=[O:35])[C:29]3=[O:32])[CH2:15]1)=[O:12])[CH2:6]2. (5) Given the reactants C(OC([N:8]1[CH2:17][CH2:16][C:15]2[NH:14][N:13]=[C:12]([C:18]3[CH:23]=[CH:22][C:21]([Cl:24])=[CH:20][CH:19]=3)[C:11]=2[CH2:10][CH2:9]1)=O)(C)(C)C.Cl.Cl[CH2:27][C:28]1[CH:33]=[CH:32][CH:31]=[CH:30][N:29]=1.C(OC(N1CCC2C(=C(C3C=CC(Cl)=CC=3)N(CC3C=CC=CN=3)N=2)CC1)=O)(C)(C)C, predict the reaction product. The product is: [Cl:24][C:21]1[CH:20]=[CH:19][C:18]([C:12]2[C:11]3[CH2:10][CH2:9][NH:8][CH2:17][CH2:16][C:15]=3[N:14]([CH2:27][C:28]3[CH:33]=[CH:32][CH:31]=[CH:30][N:29]=3)[N:13]=2)=[CH:23][CH:22]=1.